Dataset: Reaction yield outcomes from USPTO patents with 853,638 reactions. Task: Predict the reaction yield, written as a fraction of the theoretical maximum amount of product (1.0 means a 100% yield; for example, 0.34 means a 34% yield). (1) The reactants are [CH2:1]([C:8]1[O:9][C:10]2[CH:30]=[CH:29][CH:28]=[CH:27][C:11]=2[C:12]=1[C:13]1[CH:18]=[CH:17][C:16]([C:19]2[CH:24]=[CH:23][C:22]([CH:25]=[O:26])=[CH:21][CH:20]=2)=[CH:15][CH:14]=1)[C:2]1[CH:7]=[CH:6][CH:5]=[CH:4][CH:3]=1.[BH4-].[Na+].O. The catalyst is C(O)C.O1CCCC1. The product is [CH2:1]([C:8]1[O:9][C:10]2[CH:30]=[CH:29][CH:28]=[CH:27][C:11]=2[C:12]=1[C:13]1[CH:18]=[CH:17][C:16]([C:19]2[CH:24]=[CH:23][C:22]([CH2:25][OH:26])=[CH:21][CH:20]=2)=[CH:15][CH:14]=1)[C:2]1[CH:7]=[CH:6][CH:5]=[CH:4][CH:3]=1. The yield is 0.990. (2) The product is [CH2:18]([NH:25][C:26]([C:28]1[S:32][C:31]([N:33]2[CH:38]=[CH:37][C:36]([O:11][CH2:12][CH:13]3[CH2:14][CH2:15][CH2:16][CH2:17]3)=[CH:35][C:34]2=[O:40])=[N:30][C:29]=1[CH3:41])=[O:27])[C:19]1[CH:24]=[CH:23][CH:22]=[CH:21][CH:20]=1. No catalyst specified. The yield is 0.570. The reactants are CC1C=CC(S([O:11][CH2:12][CH:13]2[CH2:17][CH2:16][CH2:15][CH2:14]2)(=O)=O)=CC=1.[CH2:18]([NH:25][C:26]([C:28]1[S:32][C:31]([N:33]2[CH:38]=[CH:37][C:36](O)=[CH:35][C:34]2=[O:40])=[N:30][C:29]=1[CH3:41])=[O:27])[C:19]1[CH:24]=[CH:23][CH:22]=[CH:21][CH:20]=1.